This data is from Full USPTO retrosynthesis dataset with 1.9M reactions from patents (1976-2016). The task is: Predict the reactants needed to synthesize the given product. (1) Given the product [C:20]([O:19][C@@H:18]1[C@H:23]([O:24][CH2:25][C:26]2[CH:31]=[CH:30][CH:29]=[CH:28][CH:27]=2)[C:32]([CH2:34][O:35][S:36]([CH3:39])(=[O:37])=[O:38])([CH2:40][O:63][S:61]([CH3:64])(=[O:62])=[O:60])[O:33][C@H:17]1[N:47]1[C:48]([Cl:55])=[C:49]2[C:53](=[N:52][CH:51]=[N:50]2)[N:54]=[C:46]1[NH2:45])(=[O:22])[CH3:21], predict the reactants needed to synthesize it. The reactants are: C/C(/O[Si](C)(C)C)=N\[Si](C)(C)C.C(O[CH:17]1[O:33][C@:32]([CH2:40]S(C)(=O)=O)([CH2:34][O:35][S:36]([CH3:39])(=[O:38])=[O:37])[C@@H:23]([O:24][CH2:25][C:26]2[CH:31]=[CH:30][CH:29]=[CH:28][CH:27]=2)[C@H:18]1[O:19][C:20](=[O:22])[CH3:21])(=O)C.[NH2:45][C:46]1[N:54]=[C:53]2[C:49]([NH:50][CH:51]=[N:52]2)=[C:48]([Cl:55])[N:47]=1.C[Si]([O:60][S:61]([C:64](F)(F)F)(=[O:63])=[O:62])(C)C.C(=O)(O)[O-]. (2) Given the product [OH:25][C:20]1[CH:21]=[CH:22][C:23]([N:11]=[N:7][C:6]2[CH:8]=[CH:9][C:3]([C:1]#[N:2])=[CH:4][CH:5]=2)=[CH:24][C:19]=1[Br:18], predict the reactants needed to synthesize it. The reactants are: [C:1]([C:3]1[CH:9]=[CH:8][C:6]([NH2:7])=[CH:5][CH:4]=1)#[N:2].Cl.[N:11](OS(=O)(=O)O)=O.[Br:18][C:19]1[CH:24]=[CH:23][CH:22]=[CH:21][C:20]=1[OH:25].[OH-].[Na+]. (3) Given the product [CH3:9][N:10]1[CH:14]=[C:13]([C:2]2[CH:8]=[CH:7][C:5]([NH2:6])=[CH:4][CH:3]=2)[CH:12]=[N:11]1, predict the reactants needed to synthesize it. The reactants are: Br[C:2]1[CH:8]=[CH:7][C:5]([NH2:6])=[CH:4][CH:3]=1.[CH3:9][N:10]1[CH:14]=[C:13](B2OC(C)(C)C(C)(C)O2)[CH:12]=[N:11]1.C(=O)([O-])[O-].[K+].[K+]. (4) Given the product [CH2:22]([N:6]1[C:7](=[O:15])[C:8]2[C:13]([CH3:14])=[N:12][S:11][C:9]=2[N:10]=[C:5]1[CH2:1][CH:2]([CH3:4])[CH3:3])[C:23]1[CH:28]=[CH:27][CH:26]=[CH:25][CH:24]=1, predict the reactants needed to synthesize it. The reactants are: [CH2:1]([C:5]1[NH:6][C:7](=[O:15])[C:8]2[C:13]([CH3:14])=[N:12][S:11][C:9]=2[N:10]=1)[CH:2]([CH3:4])[CH3:3].C([O-])([O-])=O.[K+].[K+].[CH2:22](Br)[C:23]1[CH:28]=[CH:27][CH:26]=[CH:25][CH:24]=1. (5) Given the product [Cl:15][C:16]1[C:17]([CH3:38])=[C:18]([C:27]2[CH:28]=[CH:29][C:30]([C:33]([N:35]([CH3:37])[CH3:36])=[O:34])=[N:31][CH:32]=2)[C:19]([O:25][CH3:26])=[C:20]([CH:22]([Cl:3])[CH3:23])[CH:21]=1, predict the reactants needed to synthesize it. The reactants are: N1C(Cl)=NC(Cl)=NC=1[Cl:3].CN(C)C=O.[Cl:15][C:16]1[C:17]([CH3:38])=[C:18]([C:27]2[CH:28]=[CH:29][C:30]([C:33]([N:35]([CH3:37])[CH3:36])=[O:34])=[N:31][CH:32]=2)[C:19]([O:25][CH3:26])=[C:20]([CH:22](O)[CH3:23])[CH:21]=1.